From a dataset of Full USPTO retrosynthesis dataset with 1.9M reactions from patents (1976-2016). Predict the reactants needed to synthesize the given product. (1) Given the product [CH:1]1([CH2:4][N:5]2[C:17]3[C:16]([C:18]([NH2:20])=[O:19])=[CH:15][C:14]([C:21]4[C:22]([CH3:27])=[N:23][O:24][C:25]=4[CH3:26])=[CH:13][C:12]=3[C:11]3[C:6]2=[CH:7][C:8]([O:28][CH3:29])=[CH:9][CH:10]=3)[CH2:3][CH2:2]1, predict the reactants needed to synthesize it. The reactants are: [CH:1]1([CH2:4][N:5]2[C:17]3[C:16]([C:18]([NH2:20])=[O:19])=[CH:15][C:14]([C:21]4[C:22]([CH3:27])=[N:23][O:24][C:25]=4[CH3:26])=[CH:13][C:12]=3[C:11]3[C:6]2=[CH:7][C:8]([OH:28])=[CH:9][CH:10]=3)[CH2:3][CH2:2]1.[C:29](=O)([O-])[O-].[K+].[K+].IC. (2) Given the product [C:21]([O:20][C:18]([N:4]1[CH2:5][CH2:6][C:35]2([CH2:33][C:32](=[O:34])[O:31][C:28](=[O:30])[CH2:29]2)[CH2:9][CH2:7]1)=[O:19])([CH3:22])([CH3:23])[CH3:24], predict the reactants needed to synthesize it. The reactants are: C([N:4]([CH:7]([CH3:9])C)[CH2:5][CH3:6])(C)C.[C:18](O[C:18]([O:20][C:21]([CH3:24])([CH3:23])[CH3:22])=[O:19])([O:20][C:21]([CH3:24])([CH3:23])[CH3:22])=[O:19].[OH-].[Na+].Cl.[C:28]([O:31][C:32](=[O:34])[CH3:33])(=[O:30])[CH3:29].[CH3:35]O. (3) The reactants are: [CH3:1][C:2]1([CH2:8][C:9]([F:12])([F:11])[F:10])[CH2:6][O:5][C:4](=[O:7])[NH:3]1.C(O[Cl:18])(C)(C)C. Given the product [Cl:18][N:3]1[C:2]([CH3:1])([CH2:8][C:9]([F:12])([F:10])[F:11])[CH2:6][O:5][C:4]1=[O:7], predict the reactants needed to synthesize it. (4) Given the product [CH3:19][O:20][C:21](=[O:26])[C@H:35]([CH:1]([CH3:3])[CH3:2])[C:34]([C:31]1[CH:32]=[CH:33][C:28]([Br:27])=[C:29]([Cl:43])[CH:30]=1)([NH:36][S@:37]([C:39]([CH3:42])([CH3:41])[CH3:40])=[O:38])[CH3:44], predict the reactants needed to synthesize it. The reactants are: [CH:1](NC(C)C)([CH3:3])[CH3:2].C([Li])CCC.CCCCCC.[CH3:19][O:20][C:21](=[O:26])CC(C)C.[Br:27][C:28]1[CH:33]=[CH:32][C:31](/[C:34](=[N:36]/[S@:37]([C:39]([CH3:42])([CH3:41])[CH3:40])=[O:38])/[CH3:35])=[CH:30][C:29]=1[Cl:43].[C@H:44](O)(C([O-])=O)[C@@H](O)C([O-])=O.[Na+].[K+]. (5) Given the product [C:21]1([CH:18]2[C:12]3[C:11]4=[C:16]([CH:7]([C:1]5[CH:2]=[CH:3][CH:4]=[CH:5][CH:6]=5)[CH2:8][CH2:9][N:10]4[CH2:20][CH2:19]2)[CH:15]=[C:14]([NH:17][C:30]([NH:29][CH2:27][CH3:28])=[O:31])[CH:13]=3)[CH:26]=[CH:25][CH:24]=[CH:23][CH:22]=1, predict the reactants needed to synthesize it. The reactants are: [C:1]1([CH:7]2[C:16]3[C:11]4=[C:12]([CH:18]([C:21]5[CH:26]=[CH:25][CH:24]=[CH:23][CH:22]=5)[CH2:19][CH2:20][N:10]4[CH2:9][CH2:8]2)[CH:13]=[C:14]([NH2:17])[CH:15]=3)[CH:6]=[CH:5][CH:4]=[CH:3][CH:2]=1.[CH2:27]([N:29]=[C:30]=[O:31])[CH3:28]. (6) Given the product [C:1]([O:5][C@@H:6]([C:9]1[C:27]([CH3:28])=[CH:26][C:12]2[N:13]=[C:14]([C:16]3[CH:17]=[C:18]4[CH:24]=[N:23][N:22]([CH3:25])[C:19]4=[N:20][CH:21]=3)[S:15][C:11]=2[C:10]=1[C:29]1[CH:34]=[CH:33][C:32]([Cl:35])=[CH:31][CH:30]=1)[C:7]([OH:36])=[O:8])([CH3:4])([CH3:2])[CH3:3], predict the reactants needed to synthesize it. The reactants are: [C:1]([O:5][C@@H:6]([C:9]1[C:27]([CH3:28])=[CH:26][C:12]2[N:13]=[C:14]([C:16]3[CH:17]=[C:18]4[CH:24]=[N:23][N:22]([CH3:25])[C:19]4=[N:20][CH:21]=3)[S:15][C:11]=2[C:10]=1[C:29]1[CH:34]=[CH:33][C:32]([Cl:35])=[CH:31][CH:30]=1)[CH2:7][OH:8])([CH3:4])([CH3:3])[CH3:2].[OH2:36].C(#N)C. (7) Given the product [OH:11][C:10]1[C:9]([C:12](=[O:13])/[CH:14]=[CH:15]/[C:16]2[CH:17]=[CH:18][C:19]([OH:22])=[CH:20][CH:21]=2)=[C:8]([O:23][CH3:24])[CH:7]=[C:6]2[C:5]=1[CH2:4][CH2:3][C:2]([CH3:26])([CH3:1])[O:25]2, predict the reactants needed to synthesize it. The reactants are: [CH3:1][C:2]([CH3:26])=[CH:3][CH2:4][C:5]1[C:6]([OH:25])=[CH:7][C:8]([O:23][CH3:24])=[C:9]([C:12](/[CH:14]=[CH:15]/[C:16]2[CH:17]=[CH:18][C:19]([OH:22])=[CH:20][CH:21]=2)=[O:13])[C:10]=1[OH:11]. (8) Given the product [CH3:27][C:23]1([CH3:28])[O:24][C:25](=[O:26])[C:20](=[CH:19][C:18]2[CH:30]=[CH:31][C:15]([O:14][CH:13]3[CH2:12][CH2:11][CH2:10][CH2:9][O:8]3)=[CH:16][CH:17]=2)[C:21](=[O:29])[O:22]1, predict the reactants needed to synthesize it. The reactants are: C1(O)C=CC=CC=1.[O:8]1[CH:13]=[CH:12][CH2:11][CH2:10][CH2:9]1.[OH:14][C:15]1[CH:31]=[CH:30][C:18]([CH:19]=[C:20]2[C:25](=[O:26])[O:24][C:23]([CH3:28])([CH3:27])[O:22][C:21]2=[O:29])=[CH:17][CH:16]=1.